Dataset: Full USPTO retrosynthesis dataset with 1.9M reactions from patents (1976-2016). Task: Predict the reactants needed to synthesize the given product. (1) Given the product [CH2:8]([O:10][C:11]([C:13]1[NH:14][CH:15]=[C:16]([CH2:19][CH2:20][C:21]2[CH:26]=[CH:25][C:24]([Cl:27])=[CH:23][CH:22]=2)[C:17]=1[CH3:18])=[O:12])[CH3:9], predict the reactants needed to synthesize it. The reactants are: C([SiH](CC)CC)C.[CH2:8]([O:10][C:11]([C:13]1[NH:14][CH:15]=[C:16]([C:19](=O)[CH2:20][C:21]2[CH:26]=[CH:25][C:24]([Cl:27])=[CH:23][CH:22]=2)[C:17]=1[CH3:18])=[O:12])[CH3:9]. (2) Given the product [OH:26][NH:25][C:23](=[O:24])[C@:22]([CH3:37])([S:33]([CH3:36])(=[O:35])=[O:34])[CH2:21][CH2:20][N:17]1[CH:18]=[CH:19][C:14]([C:11]2[CH:12]=[CH:13][C:8]([N:5]3[N:4]=[C:3]([O:2][CH3:1])[CH:7]=[N:6]3)=[CH:9][CH:10]=2)=[CH:15][C:16]1=[O:38], predict the reactants needed to synthesize it. The reactants are: [CH3:1][O:2][C:3]1[CH:7]=[N:6][N:5]([C:8]2[CH:13]=[CH:12][C:11]([C:14]3[CH:19]=[CH:18][N:17]([CH2:20][CH2:21][C@@:22]([CH3:37])([S:33]([CH3:36])(=[O:35])=[O:34])[C:23]([NH:25][O:26]C4CCCCO4)=[O:24])[C:16](=[O:38])[CH:15]=3)=[CH:10][CH:9]=2)[N:4]=1.ClCCl.O.Cl. (3) Given the product [C:16]([C:12]1[CH:13]=[CH:14][CH:15]=[C:10]([S:6][CH2:1][CH2:2][CH:3]([CH3:5])[CH3:4])[N:11]=1)#[N:17], predict the reactants needed to synthesize it. The reactants are: [CH2:1]([SH:6])[CH2:2][CH:3]([CH3:5])[CH3:4].[H-].[Na+].Cl[C:10]1[CH:15]=[CH:14][CH:13]=[C:12]([C:16]#[N:17])[N:11]=1. (4) Given the product [NH2:1][C:2]1[C:11]([CH:12]([CH3:14])[CH3:13])=[N:10][CH:9]=[CH:8][C:3]=1[C:4]([O:6][CH3:7])=[O:5], predict the reactants needed to synthesize it. The reactants are: [NH2:1][C:2]1[C:11]([C:12]([CH3:14])=[CH2:13])=[N:10][CH:9]=[CH:8][C:3]=1[C:4]([O:6][CH3:7])=[O:5]. (5) Given the product [C:1]1([CH:9]2[C:17]3[C:12](=[CH:13][CH:14]=[CH:15][CH:16]=3)[CH:11]=[CH:10]2)[CH:6]=[CH:5][CH:4]=[CH:3][CH:2]=1, predict the reactants needed to synthesize it. The reactants are: [C:1]1([Mg]Br)[CH:6]=[CH:5][CH:4]=[CH:3][CH:2]=1.[C:9]1(=O)[C:17]2[C:12](=[CH:13][CH:14]=[CH:15][CH:16]=2)[CH2:11][CH2:10]1.Cl. (6) Given the product [NH2:51][C:52]1[C:57]([F:58])=[CH:56][C:55]([NH:59][CH2:60][C@@H:61]([OH:71])[CH2:62][O:63][CH2:64][C:65]2[CH:66]=[CH:67][CH:68]=[CH:69][CH:70]=2)=[C:54]([C:48]#[C:47][C:46]([CH3:50])([CH3:49])[CH2:45][O:44][CH2:37][C:38]2[CH:43]=[CH:42][CH:41]=[CH:40][CH:39]=2)[CH:53]=1, predict the reactants needed to synthesize it. The reactants are: C1C=CC(P(C2C=CC=CC=2)CCCCP(C2C=CC=CC=2)C2C=CC=CC=2)=CC=1.C(=O)([O-])[O-].[K+].[K+].[CH2:37]([O:44][CH2:45][C:46]([CH3:50])([CH3:49])[C:47]#[CH:48])[C:38]1[CH:43]=[CH:42][CH:41]=[CH:40][CH:39]=1.[NH2:51][C:52]1[C:57]([F:58])=[CH:56][C:55]([NH:59][CH2:60][C@@H:61]([OH:71])[CH2:62][O:63][CH2:64][C:65]2[CH:70]=[CH:69][CH:68]=[CH:67][CH:66]=2)=[C:54](Br)[CH:53]=1. (7) Given the product [F:1][C:2]([F:13])([F:12])[C:3]1[CH:8]=[CH:7][C:6]([C:15]2[CH:22]=[CH:21][C:18]([CH:19]=[O:20])=[CH:17][CH:16]=2)=[CH:5][CH:4]=1, predict the reactants needed to synthesize it. The reactants are: [F:1][C:2]([F:13])([F:12])[C:3]1[CH:8]=[CH:7][C:6](B(O)O)=[CH:5][CH:4]=1.Br[C:15]1[CH:22]=[CH:21][C:18]([CH:19]=[O:20])=[CH:17][CH:16]=1.